This data is from Forward reaction prediction with 1.9M reactions from USPTO patents (1976-2016). The task is: Predict the product of the given reaction. (1) Given the reactants [NH2:1][C:2]1[N:7]=[CH:6][N:5]=[C:4]2[N:8]([CH:32]3[CH2:36][CH2:35][NH:34][CH2:33]3)[N:9]=[C:10]([C:11]3[CH:16]=[CH:15][C:14]([NH:17][C:18]([C:20]4[N:21]([CH3:29])[C:22]5[C:27]([CH:28]=4)=[CH:26][CH:25]=[CH:24][CH:23]=5)=[O:19])=[C:13]([O:30][CH3:31])[CH:12]=3)[C:3]=12.[CH3:37][O:38][CH2:39][CH2:40]Br.C(=O)([O-])[O-].[K+].[K+].O, predict the reaction product. The product is: [NH2:1][C:2]1[N:7]=[CH:6][N:5]=[C:4]2[N:8]([CH:32]3[CH2:36][CH2:35][N:34]([CH2:40][CH2:39][O:38][CH3:37])[CH2:33]3)[N:9]=[C:10]([C:11]3[CH:16]=[CH:15][C:14]([NH:17][C:18]([C:20]4[N:21]([CH3:29])[C:22]5[C:27]([CH:28]=4)=[CH:26][CH:25]=[CH:24][CH:23]=5)=[O:19])=[C:13]([O:30][CH3:31])[CH:12]=3)[C:3]=12. (2) Given the reactants [Cl:1][C:2]1[CH:7]=[CH:6][C:5]([C:8]2[N:12](S(C3C=CC(C)=CC=3)(=O)=O)[N:11]=[C:10]([CH:23]3[CH2:28][CH2:27][N:26](C(=O)C)[CH2:25][CH2:24]3)[C:9]=2[C:32]2[CH:37]=[CH:36][N:35]=[CH:34][N:33]=2)=[CH:4][CH:3]=1.[OH-].[Na+], predict the reaction product. The product is: [Cl:1][C:2]1[CH:3]=[CH:4][C:5]([C:8]2[C:9]([C:32]3[CH:37]=[CH:36][N:35]=[CH:34][N:33]=3)=[C:10]([CH:23]3[CH2:28][CH2:27][NH:26][CH2:25][CH2:24]3)[NH:11][N:12]=2)=[CH:6][CH:7]=1. (3) Given the reactants [Cl:1][C:2]1[C:33]([CH3:34])=[CH:32][C:5]([O:6][CH2:7][CH2:8][CH2:9][C:10]2[C:18]3[C:13](=[C:14]([C:19]4[C:20]([CH3:25])=[N:21][NH:22][C:23]=4[CH3:24])[CH:15]=[CH:16][CH:17]=3)[N:12]([CH2:26][CH2:27][C:28]([OH:30])=[O:29])[C:11]=2[CH3:31])=[CH:4][C:3]=1[CH3:35].[CH2:36](I)[CH3:37], predict the reaction product. The product is: [Cl:1][C:2]1[C:33]([CH3:34])=[CH:32][C:5]([O:6][CH2:7][CH2:8][CH2:9][C:10]2[C:18]3[C:13](=[C:14]([C:19]4[C:23]([CH3:24])=[N:22][N:21]([CH2:36][CH3:37])[C:20]=4[CH3:25])[CH:15]=[CH:16][CH:17]=3)[N:12]([CH2:26][CH2:27][C:28]([OH:30])=[O:29])[C:11]=2[CH3:31])=[CH:4][C:3]=1[CH3:35].